This data is from Full USPTO retrosynthesis dataset with 1.9M reactions from patents (1976-2016). The task is: Predict the reactants needed to synthesize the given product. (1) Given the product [Cl:1][C:2]1[CH:3]=[CH:4][C:5]([OH:13])=[C:6]([CH2:8][C:9]([NH:11][CH3:12])=[O:10])[CH:7]=1, predict the reactants needed to synthesize it. The reactants are: [Cl:1][C:2]1[CH:3]=[CH:4][C:5]([O:13]C)=[C:6]([CH2:8][C:9]([NH:11][CH3:12])=[O:10])[CH:7]=1.B(Br)(Br)Br.C(OC(C)C)(C)C.CO. (2) Given the product [CH:1](=[CH:10][C:11]([Cl:16])=[O:13])[CH:2]=[CH:3][C:4]1[CH:9]=[CH:8][CH:7]=[CH:6][CH:5]=1, predict the reactants needed to synthesize it. The reactants are: [CH:1](=[CH:10][C:11]([OH:13])=O)[CH:2]=[CH:3][C:4]1[CH:9]=[CH:8][CH:7]=[CH:6][CH:5]=1.S(Cl)([Cl:16])=O.